From a dataset of Full USPTO retrosynthesis dataset with 1.9M reactions from patents (1976-2016). Predict the reactants needed to synthesize the given product. (1) Given the product [C:26]([O:30][C:31]([C:33]1[C:34]([C:39]2[CH:44]=[CH:43][C:42]([CH2:45][N:11]3[C:12]([CH2:15][CH2:16][CH2:17][CH3:18])=[CH:13][CH:14]=[C:9]([CH2:8][NH:7][C:6]([O:5][C:1]([CH3:2])([CH3:4])[CH3:3])=[O:20])[C:10]3=[O:19])=[CH:41][CH:40]=2)=[CH:35][CH:36]=[CH:37][CH:38]=1)=[O:32])([CH3:29])([CH3:28])[CH3:27], predict the reactants needed to synthesize it. The reactants are: [C:1]([O:5][C:6](=[O:20])[NH:7][CH2:8][C:9]1[C:10](=[O:19])[NH:11][C:12]([CH2:15][CH2:16][CH2:17][CH3:18])=[CH:13][CH:14]=1)([CH3:4])([CH3:3])[CH3:2].C([Li])CCC.[C:26]([O:30][C:31]([C:33]1[C:34]([C:39]2[CH:44]=[CH:43][C:42]([CH2:45]Br)=[CH:41][CH:40]=2)=[CH:35][CH:36]=[CH:37][CH:38]=1)=[O:32])([CH3:29])([CH3:28])[CH3:27]. (2) Given the product [C:45]([C:40]1[C:41](=[O:44])[N:42]([CH2:55][CH2:56][CH2:57][C:58]2[CH:63]=[CH:62][CH:61]=[CH:60][C:59]=2[Cl:64])[N:43]=[C:38]([C:35]2[CH:36]=[CH:37][C:32]([F:31])=[C:33]([CH3:49])[CH:34]=2)[CH:39]=1)([OH:47])=[O:46], predict the reactants needed to synthesize it. The reactants are: C1(CN2C(=O)C(CCCN3CCN(C)CC3)=CC(C3C=CC(OC)=C(F)C=3)=N2)CC1.[F:31][C:32]1[CH:37]=[CH:36][C:35]([C:38]2[CH:39]=[C:40]([C:45]([O:47]C)=[O:46])[C:41](=[O:44])[NH:42][N:43]=2)=[CH:34][C:33]=1[CH3:49].CS(O[CH2:55][CH2:56][CH2:57][C:58]1[CH:63]=[CH:62][CH:61]=[CH:60][C:59]=1[Cl:64])(=O)=O.FC1C=C(F)C=CC=1C1C=C(COS(C)(=O)=O)C(=O)N(CC(C)C)N=1.